Dataset: Forward reaction prediction with 1.9M reactions from USPTO patents (1976-2016). Task: Predict the product of the given reaction. Given the reactants [NH:1]1[CH:5]=[CH:4][CH:3]=[C:2]1[C:6]([O:8][CH2:9][CH3:10])=[O:7].[Br:11][CH2:12][CH2:13][CH2:14]Br.[OH-].[Na+].ClCCl, predict the reaction product. The product is: [Br:11][CH2:12][CH2:13][CH2:14][N:1]1[CH:5]=[CH:4][CH:3]=[C:2]1[C:6]([O:8][CH2:9][CH3:10])=[O:7].